Dataset: Reaction yield outcomes from USPTO patents with 853,638 reactions. Task: Predict the reaction yield, written as a fraction of the theoretical maximum amount of product (1.0 means a 100% yield; for example, 0.34 means a 34% yield). (1) The reactants are S(Cl)(Cl)=O.[Cl:5][C:6]1[CH:14]=[CH:13][C:9]([C:10]([OH:12])=O)=[CH:8][N:7]=1.[C:15]([NH2:19])([CH3:18])([CH3:17])[CH3:16].[OH-].[Na+]. The catalyst is C1(C)C=CC=CC=1.CN(C=O)C. The product is [C:15]([NH:19][C:10](=[O:12])[C:9]1[CH:13]=[CH:14][C:6]([Cl:5])=[N:7][CH:8]=1)([CH3:18])([CH3:17])[CH3:16]. The yield is 0.940. (2) The catalyst is CO. The reactants are [F:1][B-:2]([F:5])([F:4])[F:3].[C:6]([NH:9][C:10]([C:18]([O:20][CH3:21])=[O:19])=[CH:11][C:12]1[CH:13]=[NH+:14][CH:15]=[CH:16][CH:17]=1)(=[O:8])[CH3:7].F[B-](F)(F)F.[H+].O=O.[H][H]. The yield is 0.991. The product is [F:1][B-:2]([F:5])([F:4])[F:3].[C:6]([NH:9][C@H:10]([C:18]([O:20][CH3:21])=[O:19])[CH2:11][C:12]1[CH:13]=[NH+:14][CH:15]=[CH:16][CH:17]=1)(=[O:8])[CH3:7]. (3) The reactants are [CH2:1]([S:3](Cl)(=[O:5])=[O:4])[CH3:2].[Br:7][C:8]1[CH:9]=[C:10]([CH:12]=[C:13]([O:15][C:16]2[CH:21]=[CH:20][C:19]([F:22])=[CH:18][C:17]=2[F:23])[CH:14]=1)[NH2:11].N1C=CC=CC=1.Cl. The catalyst is C(Cl)Cl. The product is [Br:7][C:8]1[CH:9]=[C:10]([NH:11][S:3]([CH2:1][CH3:2])(=[O:5])=[O:4])[CH:12]=[C:13]([O:15][C:16]2[CH:21]=[CH:20][C:19]([F:22])=[CH:18][C:17]=2[F:23])[CH:14]=1. The yield is 0.950.